Dataset: Catalyst prediction with 721,799 reactions and 888 catalyst types from USPTO. Task: Predict which catalyst facilitates the given reaction. (1) Reactant: C([Si](C)(C)[O:6][CH2:7][CH2:8][N:9]([C:36]#[N:37])[C:10]1[CH:15]=[CH:14][C:13]([NH:16][C:17]([C:19]2[CH:24]=[CH:23][C:22]([CH3:25])=[CH:21][C:20]=2[NH:26][C:27]([C:29]2[CH:34]=[CH:33][C:32]([Cl:35])=[CH:31][N:30]=2)=[O:28])=[O:18])=[CH:12][CH:11]=1)(C)(C)C.[CH3:40][S:41]([OH:44])(=[O:43])=[O:42]. Product: [CH3:40][S:41]([OH:44])(=[O:43])=[O:42].[Cl:35][C:32]1[CH:33]=[CH:34][C:29]([C:27]([NH:26][C:20]2[CH:21]=[C:22]([CH3:25])[CH:23]=[CH:24][C:19]=2[C:17](=[O:18])[NH:16][C:13]2[CH:14]=[CH:15][C:10]([N:9]3[CH2:8][CH2:7][O:6][C:36]3=[NH:37])=[CH:11][CH:12]=2)=[O:28])=[N:30][CH:31]=1. The catalyst class is: 27. (2) Reactant: [CH3:1][N:2]([CH3:23])[CH2:3][CH2:4][O:5][C:6]1[CH:7]=[C:8]([CH3:22])[C:9]2[CH:13]([CH2:14][C:15]([O:17]CC)=[O:16])[O:12][B:11]([OH:20])[C:10]=2[CH:21]=1.[Li+].[OH-].[ClH:26]. Product: [ClH:26].[CH3:23][N:2]([CH3:1])[CH2:3][CH2:4][O:5][C:6]1[CH:7]=[C:8]([CH3:22])[C:9]2[CH:13]([CH2:14][C:15]([OH:17])=[O:16])[O:12][B:11]([OH:20])[C:10]=2[CH:21]=1. The catalyst class is: 731. (3) Reactant: [OH:1][C:2]1[CH:7]=[CH:6][C:5]([CH:8]([NH2:10])[CH3:9])=[CH:4][CH:3]=1.[C:11](O[C:11]([O:13][C:14]([CH3:17])([CH3:16])[CH3:15])=[O:12])([O:13][C:14]([CH3:17])([CH3:16])[CH3:15])=[O:12]. Product: [OH:1][C:2]1[CH:7]=[CH:6][C:5]([CH:8]([NH:10][C:11](=[O:12])[O:13][C:14]([CH3:17])([CH3:16])[CH3:15])[CH3:9])=[CH:4][CH:3]=1. The catalyst class is: 1. (4) Reactant: [NH:1]1[CH2:6][CH2:5][CH2:4][C@@H:3]([NH:7][C:8](=[O:14])[O:9][C:10]([CH3:13])([CH3:12])[CH3:11])[CH2:2]1.[Br:15][C:16]1[C:17](F)=[C:18]2[C:24]([NH:25][C:26](=[O:30])[CH:27]([CH3:29])[CH3:28])=[CH:23][NH:22][C:19]2=[N:20][CH:21]=1. Product: [Br:15][C:16]1[C:17]([N:1]2[CH2:6][CH2:5][CH2:4][C@@H:3]([NH:7][C:8](=[O:14])[O:9][C:10]([CH3:11])([CH3:13])[CH3:12])[CH2:2]2)=[C:18]2[C:24]([NH:25][C:26](=[O:30])[CH:27]([CH3:28])[CH3:29])=[CH:23][NH:22][C:19]2=[N:20][CH:21]=1. The catalyst class is: 114. (5) Reactant: Cl[C:2]1[CH:7]=[C:6]([Cl:8])[N:5]=[CH:4][C:3]=1[CH2:9][C:10]([NH2:12])=[O:11].[CH2:13]([NH2:20])[C:14]1[CH:19]=[CH:18][CH:17]=[CH:16][CH:15]=1.C(N(CC)C(C)C)(C)C. Product: [CH2:13]([NH:20][C:2]1[CH:7]=[C:6]([Cl:8])[N:5]=[CH:4][C:3]=1[CH2:9][C:10]([NH2:12])=[O:11])[C:14]1[CH:19]=[CH:18][CH:17]=[CH:16][CH:15]=1. The catalyst class is: 8. (6) Reactant: [NH2:1][C:2]1[CH:7]=[CH:6][CH:5]=[CH:4][C:3]=1[NH:8][C@@H:9]([CH3:22])[C@H:10]([NH:14][C:15]([O:17][C:18]([CH3:21])([CH3:20])[CH3:19])=[O:16])[C:11](O)=[O:12].Cl.C(N=C=NCCCN(C)C)C. Product: [C:18]([O:17][C:15](=[O:16])[NH:14][C@H:10]1[C@H:9]([CH3:22])[NH:8][C:3]2[CH:4]=[CH:5][CH:6]=[CH:7][C:2]=2[NH:1][C:11]1=[O:12])([CH3:21])([CH3:20])[CH3:19]. The catalyst class is: 9. (7) Reactant: N1C(Cl)=NC(Cl)=NC=1Cl.[Br:10][C:11]1[C:19]([F:20])=[CH:18][C:14](/[CH:15]=[N:16]/O)=[C:13]([F:21])[CH:12]=1. Product: [Br:10][C:11]1[C:19]([F:20])=[CH:18][C:14]([C:15]#[N:16])=[C:13]([F:21])[CH:12]=1. The catalyst class is: 18.